Dataset: Peptide-MHC class II binding affinity with 134,281 pairs from IEDB. Task: Regression. Given a peptide amino acid sequence and an MHC pseudo amino acid sequence, predict their binding affinity value. This is MHC class II binding data. (1) The peptide sequence is NYLALLVKFVAGDGD. The MHC is DRB1_0901 with pseudo-sequence DRB1_0901. The binding affinity (normalized) is 0.527. (2) The peptide sequence is SQDLEVSWNLNGLQAY. The MHC is DRB1_0802 with pseudo-sequence DRB1_0802. The binding affinity (normalized) is 0.524.